This data is from Forward reaction prediction with 1.9M reactions from USPTO patents (1976-2016). The task is: Predict the product of the given reaction. (1) Given the reactants Br[C:2]1[N:7]=[C:6]([C:8]([OH:10])=[O:9])[CH:5]=[CH:4][CH:3]=1.[Cl:11][C:12]1[CH:17]=[CH:16][C:15](B(O)O)=[CH:14][CH:13]=1, predict the reaction product. The product is: [Cl:11][C:12]1[CH:17]=[CH:16][C:15]([C:2]2[N:7]=[C:6]([C:8]([OH:10])=[O:9])[CH:5]=[CH:4][CH:3]=2)=[CH:14][CH:13]=1. (2) Given the reactants [OH:1][CH2:2][C:3]1[O:7][CH:6]=[N:5][C:4]=1[C:8]1[CH:15]=[CH:14][C:11]([C:12]#[N:13])=[CH:10][CH:9]=1, predict the reaction product. The product is: [CH:2]([C:3]1[O:7][CH:6]=[N:5][C:4]=1[C:8]1[CH:15]=[CH:14][C:11]([C:12]#[N:13])=[CH:10][CH:9]=1)=[O:1]. (3) Given the reactants COC1C=C(OC)C=CC=1C[N:6]([C:31]1[CH:36]=[CH:35][N:34]=[CH:33][N:32]=1)[S:7]([C:10]1[CH:15]=[C:14]([F:16])[C:13]([O:17][C@H:18]2[CH2:23][CH2:22][CH2:21][CH2:20][C@@H:19]2[C:24]2[N:28]([CH3:29])[N:27]=[CH:26][CH:25]=2)=[CH:12][C:11]=1[F:30])(=[O:9])=[O:8].C([SiH](CC)CC)C.FC(F)(F)C(O)=O, predict the reaction product. The product is: [F:30][C:11]1[CH:12]=[C:13]([O:17][C@H:18]2[CH2:23][CH2:22][CH2:21][CH2:20][C@@H:19]2[C:24]2[N:28]([CH3:29])[N:27]=[CH:26][CH:25]=2)[C:14]([F:16])=[CH:15][C:10]=1[S:7]([NH:6][C:31]1[CH:36]=[CH:35][N:34]=[CH:33][N:32]=1)(=[O:8])=[O:9]. (4) Given the reactants [ClH:1].[NH2:2][C:3]1[N:8]=[CH:7][C:6](/[CH:9]=[CH:10]/[C:11]([OH:13])=O)=[CH:5][C:4]=1[CH2:14][N:15]1[CH2:20][CH2:19][O:18][CH2:17][CH2:16]1.Cl.CN1CC2C=C(/C=C/C(O)=O)C=NC=2NC(=O)C1.[CH3:40][C:41]1[C:48]2[C:47]([CH3:49])=[CH:46][S:45][C:44]=2[S:43][C:42]=1[CH2:50][NH:51][CH3:52].CNCC1C=CC2C(=CC=CC=2)C=1CCC, predict the reaction product. The product is: [ClH:1].[NH2:2][C:3]1[N:8]=[CH:7][C:6](/[CH:9]=[CH:10]/[C:11]([N:51]([CH2:50][C:42]2[S:43][C:44]3[S:45][CH:46]=[C:47]([CH3:49])[C:48]=3[C:41]=2[CH3:40])[CH3:52])=[O:13])=[CH:5][C:4]=1[CH2:14][N:15]1[CH2:20][CH2:19][O:18][CH2:17][CH2:16]1.